From a dataset of Forward reaction prediction with 1.9M reactions from USPTO patents (1976-2016). Predict the product of the given reaction. (1) Given the reactants COC[O:4][C:5]1[C:12]([C:13]2[CH:18]=[CH:17][CH:16]=[CH:15][CH:14]=2)=[N:11][C:10]([O:19][C:20]2[CH:25]=[CH:24][CH:23]=[CH:22][CH:21]=2)=[CH:9][C:6]=1[CH:7]=[O:8].Cl.C([O-])([O-])=O.[K+].[K+], predict the reaction product. The product is: [OH:4][C:5]1[C:12]([C:13]2[CH:18]=[CH:17][CH:16]=[CH:15][CH:14]=2)=[N:11][C:10]([O:19][C:20]2[CH:21]=[CH:22][CH:23]=[CH:24][CH:25]=2)=[CH:9][C:6]=1[CH:7]=[O:8]. (2) Given the reactants [CH3:1][N:2]1[CH2:15][CH2:14][C:5]2[NH:6][C:7]3[CH:8]=[CH:9][C:10]([CH3:13])=[CH:11][C:12]=3[C:4]=2[CH2:3]1.[H-].[Na+].[CH3:18][O:19][C:20]1[CH:25]=[CH:24][C:23]([C:26]2([CH3:29])[CH2:28][O:27]2)=[CH:22][N:21]=1, predict the reaction product. The product is: [CH3:1][N:2]1[CH2:15][CH2:14][C:5]2[N:6]([CH2:29][C:26]([C:23]3[CH:22]=[N:21][C:20]([O:19][CH3:18])=[CH:25][CH:24]=3)([OH:27])[CH3:28])[C:7]3[CH:8]=[CH:9][C:10]([CH3:13])=[CH:11][C:12]=3[C:4]=2[CH2:3]1. (3) Given the reactants [CH2:1]([N:8]1[CH2:18][CH2:17][C:16]2[C:19]3[C:13]([NH:14][N:15]=2)=[N:12]C(SC)=[N:10][C:9]1=3)[C:2]1[CH:7]=[CH:6][CH:5]=[CH:4][CH:3]=1.C1C=C(Cl)C=C(C(OO)=[O:30])C=1.C(O)(=O)C1C=CC=CC=1.C([O-])(O)=O.[Na+].[CH3:47][S:48]([CH3:50])=[O:49], predict the reaction product. The product is: [CH2:1]([N:8]1[CH2:18][CH2:17][C:16]2[C:19]3[C:13]([NH:14][N:15]=2)=[N:12][C:47]([S:48]([CH3:50])(=[O:30])=[O:49])=[N:10][C:9]1=3)[C:2]1[CH:7]=[CH:6][CH:5]=[CH:4][CH:3]=1. (4) The product is: [C:14]1([C:11]2[S:10][C:9]([NH:8][CH2:7][C:6]([OH:20])=[O:5])=[N:13][N:12]=2)[CH:15]=[CH:16][CH:17]=[CH:18][CH:19]=1. Given the reactants C([O:5][C:6](=[O:20])[CH2:7][NH:8][C:9]1[S:10][C:11]([C:14]2[CH:19]=[CH:18][CH:17]=[CH:16][CH:15]=2)=[N:12][N:13]=1)(C)(C)C, predict the reaction product.